Dataset: Experimentally validated miRNA-target interactions with 360,000+ pairs, plus equal number of negative samples. Task: Binary Classification. Given a miRNA mature sequence and a target amino acid sequence, predict their likelihood of interaction. (1) The miRNA is hsa-miR-196a-5p with sequence UAGGUAGUUUCAUGUUGUUGGG. The protein sequence of the target gene is MAAAASESLSSGGPGAVRLPRLPPLKVLAGQLRRHAEGGPGAWRLSRAAVGRAPLELVAVWMQGTVLAAEGGQARLRDSSGAFSVRGLERVPRGRPCLLPGKYVMVMGVVQACSPEPCLQAVKMTDLSDNPVHESMWELEVEDLHRNIP. Result: 0 (no interaction). (2) The miRNA is hsa-miR-92a-3p with sequence UAUUGCACUUGUCCCGGCCUGU. The protein sequence of the target gene is MMWRPSVLLLLLLLRHGAQGKPSPDAGPHGQGRVHQAAPLSDAPHDDAHGNFQYDHEAFLGREVAKEFDQLTPEESQARLGRIVDRMDRAGDGDGWVSLAELRAWIAHTQQRHIRDSVSAAWDTYDTDRDGRVGWEELRNATYGHYAPGEEFHDVEDAETYKKMLARDERRFRVADQDGDSMATREELTAFLHPEEFPHMRDIVIAETLEDLDRNKDGYVQVEEYIADLYSAEPGEEEPAWVQTERQQFRDFRDLNKDGHLDGSEVGHWVLPPAQDQPLVEANHLLHESDTDKDGRLSKA.... Result: 1 (interaction). (3) The miRNA is hsa-miR-5689 with sequence AGCAUACACCUGUAGUCCUAGA. The protein sequence of the target gene is METHISCLFPELLAMIFGYLDVRDKGRAAQVCTAWRDAAYHKSVWRGVEAKLHLRRANPSLFPSLQARGIRRVQILSLRRSLSYVIQGMANIESLNLSGCYNLTDNGLGHAFVQEIGSLRALNLSLCKQITDSSLGRIAQYLKGLEVLELGGCSNITNTGLLLIAWGLQRLKSLNLRSCRHLSDVGIGHLAGMTRSAAEGCLGLEQLTLQDCQKLTDLSLKHISRGLTGLRLLNLSFCGGISDAGLLHLSHMGSLRSLNLRSCDNISDTGIMHLAMGSLRLSGLDVSFCDKVGDQSLAYI.... Result: 0 (no interaction). (4) The miRNA is hsa-miR-6828-3p with sequence AUCUGCUCUCUUGUUCCCAG. The protein sequence of the target gene is MGKRAGGGATGATTAAVSTSAGAGLEPAAARSGGPRSAAAGLLGALHLVMTLVVAAARAEKEAFVQSESIIEVLRFDDGGLLQTETTLGLSSYQQKSISLYRGNCRPIRFEPPMLDFHEQPVGMPKMEKVYLHNPSSEETITLVSISATTSHFHASFFQNRKILPGGNTSFDVVFLARVVGNVENTLFINTSNHGVFTYQVFGVGVPNPYRLRPFLGARVPVNSSFSPIINIHNPHSEPLQVVEMYSSGGDLHLELPTGQQGGTRKLWEIPPYETKGVMRASFSSREADNHTAFIRIKTN.... Result: 0 (no interaction).